This data is from Reaction yield outcomes from USPTO patents with 853,638 reactions. The task is: Predict the reaction yield, written as a fraction of the theoretical maximum amount of product (1.0 means a 100% yield; for example, 0.34 means a 34% yield). (1) The reactants are [OH:1][C:2]([CH3:8])([CH3:7])[C:3]([O:5][CH3:6])=[O:4].[H-].[Na+].[Br:11][C:12]1[CH:13]=[C:14]([CH:17]=[CH:18][CH:19]=1)[CH2:15]Br.[Cl-].[NH4+]. The catalyst is C1COCC1. The product is [Br:11][C:12]1[CH:13]=[C:14]([CH:17]=[CH:18][CH:19]=1)[CH2:15][O:1][C:2]([CH3:8])([CH3:7])[C:3]([O:5][CH3:6])=[O:4]. The yield is 0.520. (2) The product is [C:47]([O:46][C:44]([N:36]([C:37]([O:39][C:40]([CH3:41])([CH3:42])[CH3:43])=[O:38])[C:32]1[C:33]2[C:28](=[CH:27][C:26]([NH:25][CH:53]([C:17]3[CH:18]=[CH:19][C:14]([CH2:13][CH2:12][CH2:11][C:10]([NH:9][C:5]4[CH:6]=[CH:7][CH:8]=[C:3]([C:1]#[N:2])[CH:4]=4)=[O:24])=[C:15]([CH3:23])[CH:16]=3)[C:52]([OH:56])=[O:55])=[CH:35][CH:34]=2)[CH:29]=[CH:30][N:31]=1)=[O:45])([CH3:50])([CH3:49])[CH3:48]. The reactants are [C:1]([C:3]1[CH:4]=[C:5]([NH:9][C:10](=[O:24])[CH2:11][CH2:12][CH2:13][C:14]2[CH:19]=[CH:18][C:17](B(O)O)=[CH:16][C:15]=2[CH3:23])[CH:6]=[CH:7][CH:8]=1)#[N:2].[NH2:25][C:26]1[CH:27]=[C:28]2[C:33](=[CH:34][CH:35]=1)[C:32]([N:36]([C:44]([O:46][C:47]([CH3:50])([CH3:49])[CH3:48])=[O:45])[C:37]([O:39][C:40]([CH3:43])([CH3:42])[CH3:41])=[O:38])=[N:31][CH:30]=[CH:29]2.O.[C:52]([OH:56])(=[O:55])[CH:53]=O. The yield is 0.460. No catalyst specified. (3) The reactants are CN1[CH2:6][C:5]2[CH:7]=[CH:8][CH:9]=[CH:10][C:4]=2[S:3]1.[NH:11]1[C:19]2[C:14](=[CH:15][CH:16]=[CH:17][CH:18]=2)[CH:13]=[CH:12]1.ClC(Cl)(Cl)C(O)=O.[OH-].[Na+].C(OCC)(=O)C.CO.[CH2:37]([N:39](CC)CC)C. The catalyst is C1COCC1.C(OCC)(=O)C. The product is [NH:11]1[C:19]2[C:14](=[CH:15][CH:16]=[CH:17][CH:18]=2)[C:13]([S:3][C:4]2[CH:10]=[CH:9][CH:8]=[CH:7][C:5]=2[CH2:6][CH2:37][NH2:39])=[CH:12]1. The yield is 0.670. (4) The reactants are [Cl:1][C:2]1[CH:10]=[C:9](I)[C:5]2[O:6][CH2:7][O:8][C:4]=2[C:3]=1[NH:12][C:13]1[C:22]2[C:17](=[CH:18][C:19]([O:25][CH2:26][CH2:27][CH2:28][N:29]3[CH2:34][CH2:33][N:32]([CH3:35])[C:31](=[O:36])[CH2:30]3)=[C:20]([O:23][CH3:24])[CH:21]=2)[N:16]=[CH:15][N:14]=1.[CH3:37][N:38]([CH3:45])[C:39]([NH:41][CH2:42][C:43]#[CH:44])=[O:40].C(NC(C)C)(C)C.CN(C=O)C. The catalyst is C(OCC)(=O)C.Cl[Pd](Cl)([P](C1C=CC=CC=1)(C1C=CC=CC=1)C1C=CC=CC=1)[P](C1C=CC=CC=1)(C1C=CC=CC=1)C1C=CC=CC=1.[Cu]I. The product is [Cl:1][C:2]1[CH:10]=[C:9]([C:44]#[C:43][CH2:42][NH:41][C:39](=[O:40])[N:38]([CH3:45])[CH3:37])[C:5]2[O:6][CH2:7][O:8][C:4]=2[C:3]=1[NH:12][C:13]1[C:22]2[C:17](=[CH:18][C:19]([O:25][CH2:26][CH2:27][CH2:28][N:29]3[CH2:34][CH2:33][N:32]([CH3:35])[C:31](=[O:36])[CH2:30]3)=[C:20]([O:23][CH3:24])[CH:21]=2)[N:16]=[CH:15][N:14]=1. The yield is 0.660. (5) The catalyst is N1C=CC=CC=1. The product is [CH2:14]([N:16]([CH2:20][CH3:21])[C:17](=[O:18])[O:1][C:2]1[C:11]2[C:6](=[CH:7][CH:8]=[CH:9][CH:10]=2)[C:5]([CH:12]=[O:13])=[CH:4][CH:3]=1)[CH3:15]. The yield is 0.920. The reactants are [OH:1][C:2]1[C:11]2[C:6](=[CH:7][CH:8]=[CH:9][CH:10]=2)[C:5]([CH:12]=[O:13])=[CH:4][CH:3]=1.[CH2:14]([N:16]([CH2:20][CH3:21])[C:17](Cl)=[O:18])[CH3:15].[Cl-].[NH4+].